From a dataset of Blood-brain barrier permeability regression values from the B3DB database. Regression/Classification. Given a drug SMILES string, predict its absorption, distribution, metabolism, or excretion properties. Task type varies by dataset: regression for continuous measurements (e.g., permeability, clearance, half-life) or binary classification for categorical outcomes (e.g., BBB penetration, CYP inhibition). For this dataset (b3db_regression), we predict Y. (1) The compound is CCCCNC(=S)NC1=CC=CC=C1. The Y is 0.0300 log(BB ratio). (2) The drug is CC(C)(C)NCC(COC1=CC=CC=C1C#N)O. The Y is 0.380 log(BB ratio). (3) The drug is C1CN(CCN1)C2=NC=CC=N2. The Y is 0.600 log(BB ratio). (4) The molecule is C1CCNC2=C(C1)C=CC(=C2)C(=O)CCC3CCN(CC3)CC4=CC=CC=C4. The Y is 1.14 log(BB ratio). (5) The drug is C1=CC(=C(C=C1CC(C(=O)O)N)O)O. The Y is -0.770 log(BB ratio). (6) The compound is CC1=NC=C(C=C1)CC2CNC(NC2=O)NCCCCC3=NC=C(C=C3C)Br. The Y is -1.88 log(BB ratio).